This data is from Reaction yield outcomes from USPTO patents with 853,638 reactions. The task is: Predict the reaction yield, written as a fraction of the theoretical maximum amount of product (1.0 means a 100% yield; for example, 0.34 means a 34% yield). (1) The reactants are Cl[C:2]1[N:11]=[C:10]([N:12]2[CH2:17][CH2:16][O:15][CH2:14][CH2:13]2)[C:9]2[C:4](=[CH:5][C:6]([C:18]3[O:22][C:21]([C:23](=[O:25])[CH3:24])=[CH:20][CH:19]=3)=[CH:7][CH:8]=2)[N:3]=1.[F:26][C:27]1[CH:37]=[C:36]([NH:38][C:39]([NH:41][C:42]2[CH:47]=[CH:46][C:45](B3OC(C)(C)C(C)(C)O3)=[CH:44][CH:43]=2)=[O:40])[CH:35]=[CH:34][C:28]=1[C:29]([N:31]([CH3:33])[CH3:32])=[O:30].C(=O)([O-])[O-].[Cs+].[Cs+].C1(C)C=CC=CC=1. The catalyst is Cl[Pd](Cl)([P](C1C=CC=CC=1)(C1C=CC=CC=1)C1C=CC=CC=1)[P](C1C=CC=CC=1)(C1C=CC=CC=1)C1C=CC=CC=1.O.CCO. The product is [C:23]([C:21]1[O:22][C:18]([C:6]2[CH:5]=[C:4]3[C:9]([C:10]([N:12]4[CH2:17][CH2:16][O:15][CH2:14][CH2:13]4)=[N:11][C:2]([C:45]4[CH:46]=[CH:47][C:42]([NH:41][C:39](=[O:40])[NH:38][C:36]5[CH:35]=[CH:34][C:28]([C:29]([N:31]([CH3:33])[CH3:32])=[O:30])=[C:27]([F:26])[CH:37]=5)=[CH:43][CH:44]=4)=[N:3]3)=[CH:8][CH:7]=2)=[CH:19][CH:20]=1)(=[O:25])[CH3:24]. The yield is 0.0600. (2) The reactants are [CH3:1][O:2][C:3]([C@H:5]([NH:17]C(=O)OCC1C=CC=CC=1)[CH2:6][C:7]1[CH:8]=[CH:9][C:10]2[NH:14][C:13](=[O:15])[NH:12][C:11]=2[CH:16]=1)=[O:4].[H][H]. The catalyst is [Pd].CO. The product is [NH2:17][C@H:5]([CH2:6][C:7]1[CH:8]=[CH:9][C:10]2[NH:14][C:13](=[O:15])[NH:12][C:11]=2[CH:16]=1)[C:3]([O:2][CH3:1])=[O:4]. The yield is 1.00. (3) The reactants are [Cl:1][C:2]1[CH:3]=[C:4]([N:9]=[C:10]=S)[CH:5]=[CH:6][C:7]=1[F:8].[NH:12]([C:14](=[O:35])[C:15]([NH:17][C:18]1[CH:19]=[CH:20][C:21]([O:24][C:25]2[CH:34]=[CH:33][C:28]([C:29]([O:31][CH3:32])=[O:30])=[CH:27][CH:26]=2)=[N:22][CH:23]=1)=[O:16])[NH2:13].Cl.CN(C)CCCN=C=NCC.O. The catalyst is CC(N(C)C)=O. The product is [Cl:1][C:2]1[CH:3]=[C:4]([NH:9][C:10]2[O:35][C:14]([C:15]([NH:17][C:18]3[CH:19]=[CH:20][C:21]([O:24][C:25]4[CH:34]=[CH:33][C:28]([C:29]([O:31][CH3:32])=[O:30])=[CH:27][CH:26]=4)=[N:22][CH:23]=3)=[O:16])=[N:12][N:13]=2)[CH:5]=[CH:6][C:7]=1[F:8]. The yield is 1.00. (4) The reactants are I[C:2]1[CH:11]=[C:10]2[C:5]([CH:6]=[CH:7][C:8]([S:12]([NH2:15])(=[O:14])=[O:13])=[CH:9]2)=[CH:4][CH:3]=1.[O-:16]C1C=C2C(C=CC(S([O-])(=O)=O)=C2)=CC=1.[Na+].[Na+]. No catalyst specified. The product is [OH:16][C:2]1[CH:11]=[C:10]2[C:5]([CH:6]=[CH:7][C:8]([S:12]([NH2:15])(=[O:14])=[O:13])=[CH:9]2)=[CH:4][CH:3]=1. The yield is 0.0500. (5) The reactants are [H-].[Na+].[CH2:3]([O:10][C:11]1[CH:16]=[CH:15][C:14]([OH:17])=[CH:13][CH:12]=1)[C:4]1[CH:9]=[CH:8][CH:7]=[CH:6][CH:5]=1.[C:18]([O:22][C:23]([N:25]1[CH2:29][CH2:28][CH2:27][C@H:26]1[CH2:30]OS(C1C=CC(C)=CC=1)(=O)=O)=[O:24])([CH3:21])([CH3:20])[CH3:19]. The catalyst is CN(C=O)C. The product is [C:18]([O:22][C:23]([N:25]1[CH2:29][CH2:28][CH2:27][C@H:26]1[CH2:30][O:17][C:14]1[CH:13]=[CH:12][C:11]([O:10][CH2:3][C:4]2[CH:5]=[CH:6][CH:7]=[CH:8][CH:9]=2)=[CH:16][CH:15]=1)=[O:24])([CH3:21])([CH3:19])[CH3:20]. The yield is 0.440. (6) The reactants are [CH3:1][N:2]1[C:6]([CH2:7][N:8]2[CH2:12][CH:11]([CH2:13][CH2:14][CH3:15])[CH2:10][C:9]2=[O:16])=[C:5]([C:17]#[N:18])[N:4]=[CH:3]1.C[OH:20]. The catalyst is O.[OH-].[Na+]. The product is [CH3:1][N:2]1[C:6]([CH2:7][N:8]2[CH2:12][CH:11]([CH2:13][CH2:14][CH3:15])[CH2:10][C:9]2=[O:16])=[C:5]([C:17]([NH2:18])=[O:20])[N:4]=[CH:3]1. The yield is 0.430. (7) The reactants are [S:1]1[CH:5]=[CH:4][C:3]2[C:6](=[O:9])[CH2:7][CH2:8][C:2]1=2.[H-].[Na+].C1([O:18][C:19](=O)[C:20]2[CH:25]=[CH:24][CH:23]=[C:22]([Br:26])[CH:21]=2)C=CC=CC=1.Cl. The catalyst is C1COCC1.C(OCC)(=O)C.O. The product is [Br:26][C:22]1[CH:21]=[C:20]([CH:25]=[CH:24][CH:23]=1)[C:19]([CH:7]1[CH2:8][C:2]2[S:1][CH:5]=[CH:4][C:3]=2[C:6]1=[O:9])=[O:18]. The yield is 0.580.